This data is from Full USPTO retrosynthesis dataset with 1.9M reactions from patents (1976-2016). The task is: Predict the reactants needed to synthesize the given product. (1) Given the product [Cl:1][C:2]1[CH:3]=[CH:4][C:5]([N:8]2[C@@H:12]([C:13]3[CH:18]=[CH:17][CH:16]=[C:15]([O:19][CH3:20])[CH:14]=3)[C@H:11]([CH2:21][N:32]3[N:33]=[N:34][C:30]([C:24]4[CH:29]=[CH:28][CH:27]=[CH:26][CH:25]=4)=[N:31]3)[O:10][C:9]2=[O:23])=[CH:6][CH:7]=1, predict the reactants needed to synthesize it. The reactants are: [Cl:1][C:2]1[CH:7]=[CH:6][C:5]([N:8]2[C@@H:12]([C:13]3[CH:18]=[CH:17][CH:16]=[C:15]([O:19][CH3:20])[CH:14]=3)[C@H:11]([CH2:21]O)[O:10][C:9]2=[O:23])=[CH:4][CH:3]=1.[C:24]1([C:30]2[NH:34][N:33]=[N:32][N:31]=2)[CH:29]=[CH:28][CH:27]=[CH:26][CH:25]=1.C1(P(C2C=CC=CC=2)C2C=CC=CC=2)C=CC=CC=1.CC(OC(/N=N/C(OC(C)C)=O)=O)C. (2) The reactants are: [CH3:1][O:2][C:3]([C@@H:5]([N:13]1[CH2:21][C:17]2[CH:18]=[CH:19][S:20][C:16]=2[CH2:15][CH2:14]1)[C:6]1[CH:7]=[CH:8][CH:9]=[CH:10][C:11]=1[Cl:12])=[O:4].CO.[OH:24][S:25]([OH:28])(=[O:27])=[O:26]. Given the product [CH3:1][O:2][C:3]([C@@H:5]([N:13]1[CH2:21][C:17]2[CH:18]=[CH:19][S:20][C:16]=2[CH2:15][CH2:14]1)[C:6]1[C:11]([Cl:12])=[CH:10][CH:9]=[CH:8][CH:7]=1)=[O:4].[OH:27][S:25]([OH:28])(=[O:26])=[O:24], predict the reactants needed to synthesize it. (3) Given the product [O:37]1[C:36]2[CH:40]=[CH:41][C:33]([CH2:32][NH:31][CH2:42][CH2:43][NH:44][CH:22]([C:20]3[S:19][N:18]=[C:17]([N:12]4[CH:16]=[CH:15][N:14]=[CH:13]4)[N:21]=3)[CH3:23])=[CH:34][C:35]=2[O:39][CH2:38]1, predict the reactants needed to synthesize it. The reactants are: CC1C=CC(S(O)(=O)=O)=CC=1.[N:12]1([C:17]2[N:21]=[C:20]([C:22](=O)[CH3:23])[S:19][N:18]=2)[CH:16]=[CH:15][N:14]=[CH:13]1.C(OC(=O)[N:31]([CH2:42][CH2:43][NH2:44])[CH2:32][C:33]1[CH:41]=[CH:40][C:36]2[O:37][CH2:38][O:39][C:35]=2[CH:34]=1)(C)(C)C.O. (4) Given the product [CH3:21][O:20][C:18]([C:17]1[CH:22]=[CH:23][C:14]([O:13][CH2:12][CH2:11][CH2:10][CH2:9][O:8][CH2:7][C:6]([OH:24])=[O:5])=[CH:15][CH:16]=1)=[O:19], predict the reactants needed to synthesize it. The reactants are: C([O:5][C:6](=[O:24])[CH2:7][O:8][CH2:9][CH2:10][CH2:11][CH2:12][O:13][C:14]1[CH:23]=[CH:22][C:17]([C:18]([O:20][CH3:21])=[O:19])=[CH:16][CH:15]=1)(C)(C)C.FC(F)(F)C(O)=O. (5) Given the product [CH:16]1([NH:15][C:13](=[O:14])[C:12]([S:11][C:8]2[CH:7]=[CH:6][C:5]([O:4][CH2:1][CH2:2][CH2:3][OH:33])=[CH:10][CH:9]=2)([CH3:23])[CH3:22])[CH2:21][CH2:20][CH2:19][CH2:18][CH2:17]1, predict the reactants needed to synthesize it. The reactants are: [CH2:1]([O:4][C:5]1[CH:10]=[CH:9][C:8]([S:11][C:12]([CH3:23])([CH3:22])[C:13]([NH:15][CH:16]2[CH2:21][CH2:20][CH2:19][CH2:18][CH2:17]2)=[O:14])=[CH:7][CH:6]=1)[CH:2]=[CH2:3].B1C2CCCC1CCC2.[OH-:33].[Na+].OO.Cl.